From a dataset of Full USPTO retrosynthesis dataset with 1.9M reactions from patents (1976-2016). Predict the reactants needed to synthesize the given product. (1) Given the product [Br:23][CH2:15][C:12]1[CH:13]=[CH:14][C:2]([Cl:1])=[C:3]([CH:11]=1)[O:4][C@@H:5]([CH3:10])[C:6]([O:8][CH3:9])=[O:7], predict the reactants needed to synthesize it. The reactants are: [Cl:1][C:2]1[CH:14]=[CH:13][C:12]([CH3:15])=[CH:11][C:3]=1[O:4][C@@H:5]([CH3:10])[C:6]([O:8][CH3:9])=[O:7].C1C(=O)N([Br:23])C(=O)C1.CC(N=NC(C#N)(C)C)(C#N)C. (2) Given the product [CH2:1]([C:3]1[CH:8]=[CH:7][CH:6]=[C:5]([CH2:20][CH:21]([CH3:23])[CH3:22])[C:4]=1/[CH:11]=[N:12]/[CH:13]([CH:17]([CH3:19])[CH3:18])[CH:14]([CH3:16])[CH3:15])[CH3:2], predict the reactants needed to synthesize it. The reactants are: [CH2:1]([C:3]1[CH:8]=[CH:7][CH:6]=[C:5](OC)[C:4]=1/[CH:11]=[N:12]/[CH:13]([CH:17]([CH3:19])[CH3:18])[CH:14]([CH3:16])[CH3:15])[CH3:2].[CH2:20]([Li])[CH:21]([CH3:23])[CH3:22]. (3) Given the product [Cl:22][C:3]1[CH:4]=[C:5]([CH:20]=[CH:21][C:2]=1[B:23]1[O:27][C:26]([CH3:29])([CH3:28])[C:25]([CH3:31])([CH3:30])[O:24]1)[CH2:6][N:7]([CH3:19])[C:8](=[O:18])[CH2:9][NH:10][C:11](=[O:17])[O:12][C:13]([CH3:16])([CH3:15])[CH3:14], predict the reactants needed to synthesize it. The reactants are: Br[C:2]1[CH:21]=[CH:20][C:5]([CH2:6][N:7]([CH3:19])[C:8](=[O:18])[CH2:9][NH:10][C:11](=[O:17])[O:12][C:13]([CH3:16])([CH3:15])[CH3:14])=[CH:4][C:3]=1[Cl:22].[B:23]1([B:23]2[O:27][C:26]([CH3:29])([CH3:28])[C:25]([CH3:31])([CH3:30])[O:24]2)[O:27][C:26]([CH3:29])([CH3:28])[C:25]([CH3:31])([CH3:30])[O:24]1.C([O-])(=O)C.[K+]. (4) Given the product [ClH:26].[Cl:26][C:24]1[CH:23]=[CH:22][C:21]([O:27][CH2:28][CH:29]([CH3:31])[CH3:30])=[C:20]([CH2:19][N:15]2[C:16]([CH3:18])=[CH:17][C:13]([C:11]([NH:10][C:7]3[CH:8]=[N:9][C:4]([CH2:3][N:2]([CH2:32][CH3:33])[CH2:35][CH3:36])=[CH:5][CH:6]=3)=[O:12])=[N:14]2)[CH:25]=1, predict the reactants needed to synthesize it. The reactants are: Cl.[NH2:2][CH2:3][C:4]1[N:9]=[CH:8][C:7]([NH:10][C:11]([C:13]2[CH:17]=[C:16]([CH3:18])[N:15]([CH2:19][C:20]3[CH:25]=[C:24]([Cl:26])[CH:23]=[CH:22][C:21]=3[O:27][CH2:28][CH:29]([CH3:31])[CH3:30])[N:14]=2)=[O:12])=[CH:6][CH:5]=1.[CH:32](=O)[CH3:33].[C:35](O[BH-](OC(=O)C)OC(=O)C)(=O)[CH3:36].[Na+].C(OCC)(=O)C. (5) Given the product [F:1][C:2]1[CH:3]=[CH:4][CH:5]=[C:6]2[C:11]=1[N:10]=[C:9]([CH3:12])[C:8]([NH2:13])=[CH:7]2, predict the reactants needed to synthesize it. The reactants are: [F:1][C:2]1[CH:3]=[CH:4][CH:5]=[C:6]2[C:11]=1[N:10]=[C:9]([CH3:12])[C:8]([NH:13]C(=O)C)=[CH:7]2.Cl. (6) The reactants are: COC1C=CC(C)=CC=1C(N[C@H]1CCC[C@@H]1NC1C=NC(C(F)(F)F)=CN=1)=O.Cl.[F:30][C:31]([F:46])([F:45])[C:32]1[N:33]=[CH:34][C:35]([NH:38][C@H:39]2[CH2:43][CH2:42][CH2:41][C@@H:40]2[NH2:44])=[N:36][CH:37]=1.[Cl:47][C:48]1[CH:49]=[CH:50][C:51]([N:57]2[CH:61]=[CH:60][CH:59]=[N:58]2)=[C:52]([CH:56]=1)[C:53](O)=[O:54]. Given the product [Cl:47][C:48]1[CH:49]=[CH:50][C:51]([N:57]2[CH:61]=[CH:60][CH:59]=[N:58]2)=[C:52]([CH:56]=1)[C:53]([NH:44][C@H:40]1[CH2:41][CH2:42][CH2:43][C@@H:39]1[NH:38][C:35]1[CH:34]=[N:33][C:32]([C:31]([F:30])([F:45])[F:46])=[CH:37][N:36]=1)=[O:54], predict the reactants needed to synthesize it. (7) Given the product [Cl:18][C:14]1[CH:13]=[C:12]([NH:11][C:7](=[N:8][OH:9])[C:3]2[C:2]([NH:1][C:27](=[O:28])[CH2:26][C:20]3[CH:25]=[CH:24][CH:23]=[CH:22][CH:21]=3)=[N:6][O:5][N:4]=2)[CH:17]=[CH:16][CH:15]=1, predict the reactants needed to synthesize it. The reactants are: [NH2:1][C:2]1[C:3]([C:7]2[N:11]([C:12]3[CH:17]=[CH:16][CH:15]=[C:14]([Cl:18])[CH:13]=3)C(=O)[O:9][N:8]=2)=[N:4][O:5][N:6]=1.[C:20]1([CH2:26][C:27](Cl)=[O:28])[CH:25]=[CH:24][CH:23]=[CH:22][CH:21]=1.